From a dataset of Catalyst prediction with 721,799 reactions and 888 catalyst types from USPTO. Predict which catalyst facilitates the given reaction. (1) The catalyst class is: 3. Reactant: [CH:1]1([CH:4]([C:11]2[CH:16]=[CH:15][CH:14]=[C:13]([CH2:17][O:18][C:19]3[CH:24]=[CH:23][C:22]([C:25]4[CH:30]=[C:29]([O:31][CH3:32])[CH:28]=[CH:27][C:26]=4[F:33])=[C:21]([OH:34])[CH:20]=3)[CH:12]=2)[CH2:5][C:6]([O:8]CC)=[O:7])[CH2:3][CH2:2]1.C(=O)([O-])[O-].[K+].[K+].BrCC(C)(C)C.[H-].[Na+].[Cl-].[NH4+]. Product: [CH:1]1([CH:4]([C:11]2[CH:16]=[CH:15][CH:14]=[C:13]([CH2:17][O:18][C:19]3[CH:24]=[CH:23][C:22]([C:25]4[CH:30]=[C:29]([O:31][CH3:32])[CH:28]=[CH:27][C:26]=4[F:33])=[C:21]([OH:34])[CH:20]=3)[CH:12]=2)[CH2:5][C:6]([OH:8])=[O:7])[CH2:2][CH2:3]1. (2) Reactant: [CH3:1][S:2][C:3]1[NH:8][C:7](=O)[N:6]2[N:10]=[CH:11][CH:12]=[C:5]2[N:4]=1.P(Cl)(Cl)([Cl:15])=O.C(N(CC)CC)C. Product: [Cl:15][C:7]1[N:6]2[N:10]=[CH:11][CH:12]=[C:5]2[N:4]=[C:3]([S:2][CH3:1])[N:8]=1. The catalyst class is: 10. (3) Reactant: [CH3:1][C@H:2]1[C@@H:6]([C:7]2[CH:12]=[CH:11][CH:10]=[CH:9][CH:8]=2)[O:5][C:4](=[O:13])[N:3]1[C:14](=[O:19])[CH2:15][CH2:16][CH2:17][CH3:18].C[Si]([N-][Si](C)(C)C)(C)C.[Na+].FC(F)(F)S(O[CH2:36][CH3:37])(=O)=O. Product: [CH2:36]([C@@H:15]([CH2:16][CH2:17][CH3:18])[C:14]([N:3]1[C@@H:2]([CH3:1])[C@@H:6]([C:7]2[CH:12]=[CH:11][CH:10]=[CH:9][CH:8]=2)[O:5][C:4]1=[O:13])=[O:19])[CH3:37]. The catalyst class is: 1. (4) Reactant: [CH3:1][S:2][C:3]1[NH:8][C:7](=[O:9])[CH:6]=[CH:5][N:4]=1.[Li+].[CH3:11][Si]([N-][Si](C)(C)C)(C)C.CI.O. Product: [CH3:11][N:8]1[C:7](=[O:9])[CH:6]=[CH:5][N:4]=[C:3]1[S:2][CH3:1]. The catalyst class is: 3. (5) Reactant: [C:1]([N:8]1[CH:12]=[CH:11]N=[CH:9]1)(N1C=CN=C1)=O.NC([C:16]1[NH:17][C:18]2[C:23]([CH:24]=1)=[CH:22][C:21]([NH2:25])=[CH:20][CH:19]=2)C.[CH:26]1[CH:31]=[CH:30][C:29]([O:32][C:33]2[CH:38]=[CH:37][C:36]([NH2:39])=[CH:35][CH:34]=2)=[CH:28][CH:27]=1.CN(C)[CH:42]=[O:43]. Product: [CH3:9][N:8]([CH3:1])[CH2:12][CH2:11][N:17]1[C:18]2[C:23](=[CH:22][C:21]([NH:25][C:42]([NH:39][C:36]3[CH:37]=[CH:38][C:33]([O:32][C:29]4[CH:28]=[CH:27][CH:26]=[CH:31][CH:30]=4)=[CH:34][CH:35]=3)=[O:43])=[CH:20][CH:19]=2)[CH:24]=[CH:16]1. The catalyst class is: 13. (6) Reactant: [CH2:1]([O:8][CH2:9][CH2:10][CH2:11][O:12][C:13]1[CH:18]=[CH:17][C:16]([CH:19]2[CH:24]([O:25][CH2:26][C:27]3[CH:36]=[CH:35][C:34]4[C:29](=[CH:30][CH:31]=[CH:32][CH:33]=4)[CH:28]=3)[CH2:23][N:22](C(OC(C)(C)C)=O)[CH2:21][CH:20]2[CH2:44][O:45][CH3:46])=[CH:15][CH:14]=1)[C:2]1[CH:7]=[CH:6][CH:5]=[CH:4][CH:3]=1.Cl. Product: [CH2:1]([O:8][CH2:9][CH2:10][CH2:11][O:12][C:13]1[CH:14]=[CH:15][C:16]([CH:19]2[CH:24]([O:25][CH2:26][C:27]3[CH:36]=[CH:35][C:34]4[C:29](=[CH:30][CH:31]=[CH:32][CH:33]=4)[CH:28]=3)[CH2:23][NH:22][CH2:21][CH:20]2[CH2:44][O:45][CH3:46])=[CH:17][CH:18]=1)[C:2]1[CH:7]=[CH:6][CH:5]=[CH:4][CH:3]=1. The catalyst class is: 5. (7) Reactant: [CH:1]([C:4]1[N:5]=[C:6]([Sn](CCCC)(CCCC)CCCC)[S:7][CH:8]=1)([CH3:3])[CH3:2].Cl[C:23]1[CH:32]=[C:31]([O:33][CH2:34][C:35]2[CH:40]=[CH:39][C:38]([O:41][CH3:42])=[CH:37][CH:36]=2)[C:30]2[C:25](=[C:26]([CH3:45])[CH:27]=[C:28]([O:43][CH3:44])[CH:29]=2)[N:24]=1.C(=O)([O-])[O-].[K+].[K+]. Product: [CH:1]([C:4]1[N:5]=[C:6]([C:23]2[CH:32]=[C:31]([O:33][CH2:34][C:35]3[CH:40]=[CH:39][C:38]([O:41][CH3:42])=[CH:37][CH:36]=3)[C:30]3[C:25](=[C:26]([CH3:45])[CH:27]=[C:28]([O:43][CH3:44])[CH:29]=3)[N:24]=2)[S:7][CH:8]=1)([CH3:2])[CH3:3]. The catalyst class is: 3. (8) Reactant: CC1(C)CO[CH:5]([C:8]2[C:13]([O:14]COC)=[C:12]([O:18][CH3:19])[CH:11]=[CH:10][C:9]=2[NH:20][CH2:21][C@@H:22]([OH:33])[CH2:23][O:24][C:25]2[CH:30]=[CH:29][C:28]([CH3:31])=[CH:27][C:26]=2[CH3:32])OC1.Cl.[NH2:36][C:37]1[CH:38]=[C:39]2[C:43](=[CH:44][C:45]=1[NH2:46])[C:42](=[O:47])[N:41]([CH:48]1[CH2:53][CH2:52][N:51]([CH3:54])[CH2:50][CH2:49]1)[CH2:40]2.CC(O)=O. Product: [CH3:32][C:26]1[CH:27]=[C:28]([CH3:31])[CH:29]=[CH:30][C:25]=1[O:24][CH2:23][C@H:22]([OH:33])[CH2:21][NH:20][C:9]1[C:8]([C:5]2[NH:46][C:45]3[C:37](=[CH:38][C:39]4[CH2:40][N:41]([CH:48]5[CH2:53][CH2:52][N:51]([CH3:54])[CH2:50][CH2:49]5)[C:42](=[O:47])[C:43]=4[CH:44]=3)[N:36]=2)=[C:13]([OH:14])[C:12]([O:18][CH3:19])=[CH:11][CH:10]=1. The catalyst class is: 242. (9) Reactant: [CH3:1][C:2]([CH3:24])([CH3:23])[C:3]([NH:5][C:6]1[N:15]=[C:14]([NH:16][C:17](=[O:22])[C:18]([CH3:21])([CH3:20])[CH3:19])[CH:13]=[CH:12][C:7]=1[C:8]([O:10][CH3:11])=[O:9])=[O:4].[Cl:25]N1C(=O)CCC1=O. Product: [Cl:25][C:13]1[C:14]([NH:16][C:17](=[O:22])[C:18]([CH3:21])([CH3:20])[CH3:19])=[N:15][C:6]([NH:5][C:3](=[O:4])[C:2]([CH3:24])([CH3:23])[CH3:1])=[C:7]([CH:12]=1)[C:8]([O:10][CH3:11])=[O:9]. The catalyst class is: 9. (10) The catalyst class is: 5. Reactant: [CH3:1][N:2]1[C:7](=[O:8])[C:6]2=[C:9]([NH:25][C:26]3[CH:31]=[CH:30][CH:29]=[CH:28][CH:27]=3)[N:10]([CH2:12][C:13]3[CH:18]=[CH:17][C:16]([C:19]4[CH:24]=[CH:23][CH:22]=[CH:21][N:20]=4)=[CH:15][CH:14]=3)[N:11]=[C:5]2[N:4]([CH2:32][CH:33]2[CH2:37][CH2:36][CH2:35][NH:34]2)[C:3]1=[O:38].C=O.[BH3-][C:42]#N.[Na+]. Product: [CH3:1][N:2]1[C:7](=[O:8])[C:6]2=[C:9]([NH:25][C:26]3[CH:31]=[CH:30][CH:29]=[CH:28][CH:27]=3)[N:10]([CH2:12][C:13]3[CH:18]=[CH:17][C:16]([C:19]4[CH:24]=[CH:23][CH:22]=[CH:21][N:20]=4)=[CH:15][CH:14]=3)[N:11]=[C:5]2[N:4]([CH2:32][CH:33]2[CH2:37][CH2:36][CH2:35][N:34]2[CH3:42])[C:3]1=[O:38].